From a dataset of Peptide-MHC class I binding affinity with 185,985 pairs from IEDB/IMGT. Regression. Given a peptide amino acid sequence and an MHC pseudo amino acid sequence, predict their binding affinity value. This is MHC class I binding data. (1) The peptide sequence is REVLNVRYM. The MHC is HLA-A69:01 with pseudo-sequence HLA-A69:01. The binding affinity (normalized) is 0.0847. (2) The binding affinity (normalized) is 0.158. The MHC is HLA-A02:01 with pseudo-sequence HLA-A02:01. The peptide sequence is NLGQHIYET.